From a dataset of Forward reaction prediction with 1.9M reactions from USPTO patents (1976-2016). Predict the product of the given reaction. (1) Given the reactants F[C:2]1[CH:7]=[CH:6][CH:5]=[C:4](F)[N:3]=1.[F:9][C:10]1[CH:11]=[C:12]([CH:14]=[CH:15][C:16]=1[F:17])[NH2:13].[CH3:18][C:19]1[CH:23]=[C:22]([CH3:24])[NH:21][N:20]=1, predict the reaction product. The product is: [F:9][C:10]1[CH:11]=[C:12]([NH:13][C:2]2[CH:7]=[CH:6][CH:5]=[C:4]([N:20]3[C:19]([CH3:18])=[CH:23][C:22]([CH3:24])=[N:21]3)[N:3]=2)[CH:14]=[CH:15][C:16]=1[F:17]. (2) Given the reactants Br[C:2]1[CH:14]=[CH:13][C:12]2[N:11]([C:15]3[CH:20]=[CH:19][CH:18]=[CH:17][CH:16]=3)[C:10]3[CH:9]=[C:8]4[C:21]5[C:26]([C:27]6[CH:28]=[CH:29][CH:30]=[CH:31][C:32]=6[C:7]4=[CH:6][C:5]=3[C:4]=2[CH:3]=1)=[CH:25][CH:24]=[CH:23][CH:22]=5.[B:42]1([B:42]2[O:46][C:45]([CH3:48])([CH3:47])[C:44]([CH3:50])([CH3:49])[O:43]2)[O:46][C:45]([CH3:48])([CH3:47])[C:44]([CH3:50])([CH3:49])[O:43]1.C([O-])(=O)C.[K+], predict the reaction product. The product is: [C:15]1([N:11]2[C:10]3[CH:9]=[C:8]4[C:21]5[C:26]([C:27]6[CH:28]=[CH:29][CH:30]=[CH:31][C:32]=6[C:7]4=[CH:6][C:5]=3[C:4]3[CH:3]=[C:2]([B:42]4[O:43][C:44]([CH3:49])([CH3:50])[C:45]([CH3:47])([CH3:48])[O:46]4)[CH:14]=[CH:13][C:12]2=3)=[CH:25][CH:24]=[CH:23][CH:22]=5)[CH:20]=[CH:19][CH:18]=[CH:17][CH:16]=1. (3) Given the reactants Cl.C([O:10][CH2:11][CH2:12][O:13][CH2:14][CH2:15][N:16]1[C:24]2[C:23]([NH:25][C:26]3[CH:41]=[CH:40][C:29]([O:30][C:31]4[CH:32]=[C:33]([CH:37]=[CH:38][CH:39]=4)[C:34]([OH:36])=O)=[C:28]([Cl:42])[CH:27]=3)=[N:22][CH:21]=[N:20][C:19]=2[CH:18]=[CH:17]1)(=O)C1C=CC=CC=1.[CH3:43][O:44][CH2:45][CH2:46][NH2:47].Cl.C(N=C=NCCCN(C)C)C.ON1C2C=CC=CC=2N=N1.[OH-].[Na+], predict the reaction product. The product is: [Cl:42][C:28]1[CH:27]=[C:26]([NH:25][C:23]2[C:24]3[N:16]([CH2:15][CH2:14][O:13][CH2:12][CH2:11][OH:10])[CH:17]=[CH:18][C:19]=3[N:20]=[CH:21][N:22]=2)[CH:41]=[CH:40][C:29]=1[O:30][C:31]1[CH:32]=[C:33]([CH:37]=[CH:38][CH:39]=1)[C:34]([NH:47][CH2:46][CH2:45][O:44][CH3:43])=[O:36]. (4) Given the reactants Cl[C:2]1[C:7]2[C:8]3[CH2:14][CH2:13][CH2:12][N:11](C(OC(C)(C)C)=O)[CH2:10][C:9]=3[S:22][C:6]=2[N:5]=[CH:4][N:3]=1.[Cl:23][C:24]1[CH:25]=[C:26]([CH:28]=[CH:29][C:30]=1[F:31])[NH2:27], predict the reaction product. The product is: [Cl:23][C:24]1[CH:25]=[C:26]([NH:27][C:2]2[C:7]3[C:8]4[CH2:14][CH2:13][CH2:12][NH:11][CH2:10][C:9]=4[S:22][C:6]=3[N:5]=[CH:4][N:3]=2)[CH:28]=[CH:29][C:30]=1[F:31]. (5) The product is: [CH2:14]([O:13][C:12]1[C:11](=[O:21])[N:10]=[C:9]([CH2:22][C:23]2[CH:28]=[CH:27][CH:26]=[CH:25][C:24]=2[Br:29])[N:8]2[CH2:2][CH2:3][N:4]([CH:30]([CH3:32])[CH3:31])[C:5](=[O:6])[C:7]=12)[C:15]1[CH:16]=[CH:17][CH:18]=[CH:19][CH:20]=1. Given the reactants O[CH2:2][CH2:3][N:4]([CH:30]([CH3:32])[CH3:31])[C:5]([C:7]1[NH:8][C:9]([CH2:22][C:23]2[CH:28]=[CH:27][CH:26]=[CH:25][C:24]=2[Br:29])=[N:10][C:11](=[O:21])[C:12]=1[O:13][CH2:14][C:15]1[CH:20]=[CH:19][CH:18]=[CH:17][CH:16]=1)=[O:6].C1C=CC(P(C2C=CC=CC=2)C2C=CC=CC=2)=CC=1.N(C(OC(C)C)=O)=NC(OC(C)C)=O, predict the reaction product. (6) Given the reactants [F:1][C:2]1[CH:7]=[C:6]([F:8])[CH:5]=[CH:4][C:3]=1[C:9]1[N:10]=[C:11]2[CH2:29][CH2:28][CH2:27][N:12]2[C:13]=1[C:14]1[CH:15]=[CH:16][C:17]2[N:18]([C:20]([C:23]([NH2:26])([CH3:25])[CH3:24])=[N:21][N:22]=2)[N:19]=1.C(Cl)Cl.CCN(C(C)C)C(C)C.[CH2:42]1N(P(Cl)(N2C(=O)OCC2)=O)C(=O)[O:44][CH2:43]1, predict the reaction product. The product is: [F:1][C:2]1[CH:7]=[C:6]([F:8])[CH:5]=[CH:4][C:3]=1[C:9]1[N:10]=[C:11]2[CH2:29][CH2:28][CH2:27][N:12]2[C:13]=1[C:14]1[CH:15]=[CH:16][C:17]2[N:18]([C:20]([C:23]([NH:26][C:43](=[O:44])[CH3:42])([CH3:25])[CH3:24])=[N:21][N:22]=2)[N:19]=1. (7) Given the reactants [Br:1][C:2]1[CH:7]=[CH:6][C:5]([C@H:8]2[CH2:10][C@@H:9]2[CH:11]=O)=[CH:4][CH:3]=1.C(O)(=O)C(C(C(O)=O)O)O.[CH3:23][C@H:24]1[CH2:28][CH2:27][CH2:26][NH:25]1.C([BH3-])#N.[Na+].[OH-].[Na+], predict the reaction product. The product is: [Br:1][C:2]1[CH:7]=[CH:6][C:5]([C@H:8]2[CH2:10][C@@H:9]2[CH2:11][N:25]2[CH2:26][CH2:27][CH2:28][C@@H:24]2[CH3:23])=[CH:4][CH:3]=1.